This data is from Retrosynthesis with 50K atom-mapped reactions and 10 reaction types from USPTO. The task is: Predict the reactants needed to synthesize the given product. Given the product CCOC(=O)CCC1=C(C(=O)O)SC2=NCCCN21, predict the reactants needed to synthesize it. The reactants are: CCOC(=O)CCC1=C(C(=O)OC(C)(C)C)SC2=NCCCN21.